Dataset: NCI-60 drug combinations with 297,098 pairs across 59 cell lines. Task: Regression. Given two drug SMILES strings and cell line genomic features, predict the synergy score measuring deviation from expected non-interaction effect. (1) Drug 1: CNC(=O)C1=CC=CC=C1SC2=CC3=C(C=C2)C(=NN3)C=CC4=CC=CC=N4. Cell line: SK-OV-3. Drug 2: C1C(C(OC1N2C=C(C(=O)NC2=O)F)CO)O. Synergy scores: CSS=36.7, Synergy_ZIP=2.75, Synergy_Bliss=3.39, Synergy_Loewe=-20.6, Synergy_HSA=2.14. (2) Drug 1: C1=CC(=CC=C1CC(C(=O)O)N)N(CCCl)CCCl.Cl. Drug 2: C1=NC(=NC(=O)N1C2C(C(C(O2)CO)O)O)N. Cell line: SF-539. Synergy scores: CSS=6.95, Synergy_ZIP=-5.19, Synergy_Bliss=-0.544, Synergy_Loewe=-3.23, Synergy_HSA=-2.52. (3) Drug 1: CC1OCC2C(O1)C(C(C(O2)OC3C4COC(=O)C4C(C5=CC6=C(C=C35)OCO6)C7=CC(=C(C(=C7)OC)O)OC)O)O. Drug 2: C1CN1P(=S)(N2CC2)N3CC3. Cell line: RXF 393. Synergy scores: CSS=19.9, Synergy_ZIP=-6.72, Synergy_Bliss=-0.0404, Synergy_Loewe=-9.55, Synergy_HSA=0.525. (4) Drug 1: C(CN)CNCCSP(=O)(O)O. Drug 2: CCC1(C2=C(COC1=O)C(=O)N3CC4=CC5=C(C=CC(=C5CN(C)C)O)N=C4C3=C2)O.Cl. Cell line: RXF 393. Synergy scores: CSS=10.7, Synergy_ZIP=-2.47, Synergy_Bliss=-2.15, Synergy_Loewe=-74.0, Synergy_HSA=-2.62. (5) Cell line: UO-31. Drug 1: C1C(C(OC1N2C=NC3=C(N=C(N=C32)Cl)N)CO)O. Drug 2: CC(C)NC(=O)C1=CC=C(C=C1)CNNC.Cl. Synergy scores: CSS=24.8, Synergy_ZIP=-0.00756, Synergy_Bliss=0.340, Synergy_Loewe=-1.51, Synergy_HSA=-1.39. (6) Drug 1: C1=CC(=CC=C1CCC2=CNC3=C2C(=O)NC(=N3)N)C(=O)NC(CCC(=O)O)C(=O)O. Drug 2: C1CN(P(=O)(OC1)NCCCl)CCCl. Cell line: BT-549. Synergy scores: CSS=13.9, Synergy_ZIP=-0.256, Synergy_Bliss=2.95, Synergy_Loewe=-7.83, Synergy_HSA=2.68. (7) Drug 1: CC1=C(C(=O)C2=C(C1=O)N3CC4C(C3(C2COC(=O)N)OC)N4)N. Drug 2: CC1C(C(CC(O1)OC2CC(CC3=C2C(=C4C(=C3O)C(=O)C5=C(C4=O)C(=CC=C5)OC)O)(C(=O)CO)O)N)O.Cl. Cell line: HOP-62. Synergy scores: CSS=47.1, Synergy_ZIP=-3.29, Synergy_Bliss=-1.65, Synergy_Loewe=-9.03, Synergy_HSA=1.90.